Dataset: Peptide-MHC class II binding affinity with 134,281 pairs from IEDB. Task: Regression. Given a peptide amino acid sequence and an MHC pseudo amino acid sequence, predict their binding affinity value. This is MHC class II binding data. (1) The peptide sequence is KQKLALGGSIAVKIT. The MHC is DRB1_0301 with pseudo-sequence DRB1_0301. The binding affinity (normalized) is 0.211. (2) The peptide sequence is YFRNEQSIPPLIKKY. The MHC is DRB1_0701 with pseudo-sequence DRB1_0701. The binding affinity (normalized) is 0.483. (3) The peptide sequence is VFLGSAHGIPKVPPG. The MHC is HLA-DQA10401-DQB10402 with pseudo-sequence HLA-DQA10401-DQB10402. The binding affinity (normalized) is 0. (4) The peptide sequence is DVKFPGGGSIVGGVY. The MHC is HLA-DQA10501-DQB10301 with pseudo-sequence HLA-DQA10501-DQB10301. The binding affinity (normalized) is 0.777. (5) The peptide sequence is WQTLSAALDAQAVEL. The MHC is DRB1_0701 with pseudo-sequence DRB1_0701. The binding affinity (normalized) is 0.645.